From a dataset of Forward reaction prediction with 1.9M reactions from USPTO patents (1976-2016). Predict the product of the given reaction. (1) Given the reactants [CH3:1][C:2]1[CH:3]=[C:4]([OH:15])[C:5]([C:9]2[CH:14]=[CH:13][CH:12]=[CH:11][N:10]=2)=[N:6][C:7]=1[CH3:8].[CH2:16]([O:23][C:24]1[CH:33]=[C:32]2[C:27]([C:28](Cl)=[CH:29][CH:30]=[N:31]2)=[CH:26][C:25]=1[O:35][CH3:36])[C:17]1[CH:22]=[CH:21][CH:20]=[CH:19][CH:18]=1.C(=O)([O-])[O-].[Cs+].[Cs+].O, predict the reaction product. The product is: [CH2:16]([O:23][C:24]1[CH:33]=[C:32]2[C:27]([C:28]([O:15][C:4]3[C:5]([C:9]4[CH:14]=[CH:13][CH:12]=[CH:11][N:10]=4)=[N:6][C:7]([CH3:8])=[C:2]([CH3:1])[CH:3]=3)=[CH:29][CH:30]=[N:31]2)=[CH:26][C:25]=1[O:35][CH3:36])[C:17]1[CH:18]=[CH:19][CH:20]=[CH:21][CH:22]=1. (2) Given the reactants C[O:2][C:3]([C:5]1[C:13]2[N:12]=[C:11]([C:14]3[CH:19]=[CH:18][C:17]([F:20])=[CH:16][C:15]=3[F:21])[NH:10][C:9]=2[C:8]([OH:22])=[CH:7][CH:6]=1)=[O:4].O[Li].O, predict the reaction product. The product is: [F:21][C:15]1[CH:16]=[C:17]([F:20])[CH:18]=[CH:19][C:14]=1[C:11]1[NH:10][C:9]2[C:8]([OH:22])=[CH:7][CH:6]=[C:5]([C:3]([OH:4])=[O:2])[C:13]=2[N:12]=1. (3) Given the reactants [CH3:1][O:2][C:3](=[O:21])[CH2:4][C:5]1[CH:10]=[CH:9][C:8]([C:11]([C:13]2[CH:18]=[CH:17][C:16]([O:19]C)=[CH:15][CH:14]=2)=[O:12])=[CH:7][CH:6]=1.[Al+3].[Cl-].[Cl-].[Cl-].O, predict the reaction product. The product is: [CH3:1][O:2][C:3](=[O:21])[CH2:4][C:5]1[CH:6]=[CH:7][C:8]([C:11]([C:13]2[CH:14]=[CH:15][C:16]([OH:19])=[CH:17][CH:18]=2)=[O:12])=[CH:9][CH:10]=1.